From a dataset of HIV replication inhibition screening data with 41,000+ compounds from the AIDS Antiviral Screen. Binary Classification. Given a drug SMILES string, predict its activity (active/inactive) in a high-throughput screening assay against a specified biological target. (1) The molecule is C=C1OC(c2ccccc2NC)=NC12CCCCC2. The result is 0 (inactive). (2) The molecule is CNC(=NC#N)N(Cc1ccccc1)Cc1ccccc1. The result is 0 (inactive). (3) The molecule is CN(C)CCS(=O)(=O)O. The result is 0 (inactive). (4) The compound is S=C1N(c2ccc(Cl)cc2)C2=C(N=Nc3ccccc3)C(=Nc3ccccc3S2)N1c1ccccn1. The result is 0 (inactive). (5) The molecule is O=C1CCN=C(NC(=O)C(F)(F)F)N1CCc1c[nH]c2ccccc12. The result is 0 (inactive). (6) The drug is O=C1COc2cc3c(cc2N1)SCCC(=O)N3. The result is 0 (inactive).